Dataset: Full USPTO retrosynthesis dataset with 1.9M reactions from patents (1976-2016). Task: Predict the reactants needed to synthesize the given product. (1) Given the product [F:1][C:2]1[CH:31]=[CH:30][CH:29]=[C:28]([F:32])[C:3]=1[C:4]([NH:6][C:7]1[CH:12]=[CH:11][C:10]([C:13]2[C:25]([CH3:26])=[C:24]3[C:16]([CH2:17][CH2:18][C:19]4([O:23]3)[CH2:20][CH2:21][CH2:22]4)=[CH:15][CH:14]=2)=[CH:9][CH:8]=1)=[O:5], predict the reactants needed to synthesize it. The reactants are: [F:1][C:2]1[CH:31]=[CH:30][CH:29]=[C:28]([F:32])[C:3]=1[C:4]([NH:6][C:7]1[CH:12]=[CH:11][C:10]([C:13]2[C:25]([CH3:26])=[C:24]3[C:16]([CH:17](O)[CH2:18][C:19]4([O:23]3)[CH2:22][CH2:21][CH2:20]4)=[CH:15][CH:14]=2)=[CH:9][CH:8]=1)=[O:5].[BH4-].[Na+]. (2) Given the product [Cl:88][C:55]1[CH:56]=[C:57]([I:60])[CH:58]=[CH:59][C:54]=1[C:50]1[NH:49][C:48]([C@@H:39]([N:35]2[C:72](=[O:74])[C@@H:71]([C:75]3[CH:76]=[CH:77][C:78]([O:81][CH2:82][CH2:83][OH:87])=[CH:79][CH:80]=3)[NH:70][C:68]2=[O:69])[CH2:40][CH2:42][CH3:43])=[N:52][CH:51]=1, predict the reactants needed to synthesize it. The reactants are: IC1C=CC(C2NC([C@@H](N3C(=O)[C@@H](CCC(O)=O)NC3=O)C(C)C)=NC=2)=CC=1.C1(C[C@H]2NC(=O)[N:35]([C@H:39]([C:48]3[NH:49][C:50]([C:54]4[CH:59]=[CH:58][C:57]([I:60])=[CH:56][C:55]=4F)=[C:51](C)[N:52]=3)[C@H:40]([C:42]3C=CC=C[CH:43]=3)C)C2=O)CC1.C(O[C:68]([NH:70][C@H:71]([C:75]1[CH:80]=[CH:79][C:78]([O:81][CH2:82][C:83](=[O:87])N(C)C)=[CH:77][CH:76]=1)[C:72]([OH:74])=O)=[O:69])(C)(C)C.[Cl:88]N1C(=O)CCC1=O. (3) The reactants are: [CH:1]([C:3]1[CH:8]=[CH:7][C:6]([C:9]#[C:10][C:11]2[CH:36]=[CH:35][C:14]([C:15]([N:17]([CH3:34])[C@:18]([CH3:33])([C:23]([NH:25][O:26][CH:27]3[CH2:32][CH2:31][CH2:30][CH2:29][O:28]3)=[O:24])[C:19]([NH:21][CH3:22])=[O:20])=[O:16])=[CH:13][CH:12]=2)=[CH:5][CH:4]=1)=O.[CH3:37][C:38]1([CH2:42][NH2:43])[CH2:41][O:40][CH2:39]1. Given the product [CH3:22][NH:21][C:19](=[O:20])[C@:18]([CH3:33])([N:17]([CH3:34])[C:15](=[O:16])[C:14]1[CH:35]=[CH:36][C:11]([C:10]#[C:9][C:6]2[CH:7]=[CH:8][C:3]([CH2:1][NH:43][CH2:42][C:38]3([CH3:37])[CH2:41][O:40][CH2:39]3)=[CH:4][CH:5]=2)=[CH:12][CH:13]=1)[C:23]([NH:25][O:26][CH:27]1[CH2:32][CH2:31][CH2:30][CH2:29][O:28]1)=[O:24], predict the reactants needed to synthesize it. (4) The reactants are: [CH:1]1([CH2:6][CH:7]([N:11]2[C:16](=[O:17])[CH:15]=[C:14](I)[CH:13]=[N:12]2)[C:8]([OH:10])=O)[CH2:5][CH2:4][CH2:3][CH2:2]1.C(N(CC)C(C)C)(C)C.F[P-](F)(F)(F)(F)F.[N:35]1([O:44][P+](N(C)C)(N(C)C)N(C)C)[C:39]2[CH:40]=[CH:41][CH:42]=[CH:43][C:38]=2[N:37]=[N:36]1.[CH3:55][C:56]1([CH3:68])[O:60][C@H:59]([CH2:61][N:62]2[CH:66]=[CH:65][C:64]([NH2:67])=[N:63]2)[CH2:58][O:57]1. Given the product [N:35]1([O:44][C:14]2[CH:13]=[N:12][N:11]([CH:7]([CH2:6][CH:1]3[CH2:2][CH2:3][CH2:4][CH2:5]3)[C:8]([NH:67][C:64]3[CH:65]=[CH:66][N:62]([CH2:61][C@@H:59]4[CH2:58][O:57][C:56]([CH3:68])([CH3:55])[O:60]4)[N:63]=3)=[O:10])[C:16](=[O:17])[CH:15]=2)[C:39]2[CH:40]=[CH:41][CH:42]=[CH:43][C:38]=2[N:37]=[N:36]1, predict the reactants needed to synthesize it. (5) Given the product [CH:1]1([C:6]2[C:15]([CH2:16][C:17]3[CH:22]=[CH:21][C:20]([C:23]([F:26])([F:25])[F:24])=[CH:19][CH:18]=3)=[C:14]([C:28]3[CH:33]=[CH:32][C:31]([F:34])=[C:30]([F:35])[CH:29]=3)[C:13]3[CH:12]([OH:36])[CH2:11][C:10]([CH3:37])([CH3:38])[CH2:9][C:8]=3[N:7]=2)[CH2:3][CH2:2]1, predict the reactants needed to synthesize it. The reactants are: [CH:1]1([C:6]2[C:15]([CH:16](F)[C:17]3[CH:22]=[CH:21][C:20]([C:23]([F:26])([F:25])[F:24])=[CH:19][CH:18]=3)=[C:14]([C:28]3[CH:33]=[CH:32][C:31]([F:34])=[C:30]([F:35])[CH:29]=3)[C:13]3[CH:12]([OH:36])[CH2:11][C:10]([CH3:38])([CH3:37])[CH2:9][C:8]=3[N:7]=2)CC[CH2:3][CH2:2]1.C1(C)C=CC=CC=1.C([Al]CC(C)C)C(C)C.[Cl-].[Na+]. (6) The reactants are: [Br:1][C:2]1[C:7]2[CH2:8][O:9][C@:10]3([CH3:15])[C@H:14]([C:6]=2[CH:5]=[CH:4][CH:3]=1)[CH2:13][NH:12][CH2:11]3.C(N(CC)CC)C.[C:23](O[C:23]([O:25][C:26]([CH3:29])([CH3:28])[CH3:27])=[O:24])([O:25][C:26]([CH3:29])([CH3:28])[CH3:27])=[O:24]. Given the product [Br:1][C:2]1[C:7]2[CH2:8][O:9][C@:10]3([CH3:15])[C@H:14]([C:6]=2[CH:5]=[CH:4][CH:3]=1)[CH2:13][N:12]([C:23]([O:25][C:26]([CH3:29])([CH3:28])[CH3:27])=[O:24])[CH2:11]3, predict the reactants needed to synthesize it. (7) Given the product [CH2:14]([N:21]1[C:7](=[O:9])[C:6]2[CH:13]=[C:2]([Br:1])[CH:3]=[CH:4][C:5]=2[NH:11][C:10](=[O:12])[CH2:22]1)[C:15]1[CH:20]=[CH:19][CH:18]=[CH:17][CH:16]=1, predict the reactants needed to synthesize it. The reactants are: [Br:1][C:2]1[CH:13]=[C:6]2[C:7]([O:9][C:10](=[O:12])[NH:11][C:5]2=[CH:4][CH:3]=1)=O.[CH2:14]([NH:21][CH2:22]C(O)=O)[C:15]1[CH:20]=[CH:19][CH:18]=[CH:17][CH:16]=1.CS(C)=O. (8) Given the product [Br-:27].[CH2:30]([N+:1]12[CH2:8][CH2:7][CH:4]([CH2:5][CH2:6]1)[C@@H:3]([O:9][C:10]([C:12]1([CH3:26])[C:13]3[CH:14]=[CH:15][CH:16]=[CH:17][C:18]=3[O:19][C:20]3[C:25]1=[CH:24][CH:23]=[CH:22][CH:21]=3)=[O:11])[CH2:2]2)[CH:29]=[CH2:28], predict the reactants needed to synthesize it. The reactants are: [N:1]12[CH2:8][CH2:7][CH:4]([CH2:5][CH2:6]1)[C@@H:3]([O:9][C:10]([C:12]1([CH3:26])[C:25]3[CH:24]=[CH:23][CH:22]=[CH:21][C:20]=3[O:19][C:18]3[C:13]1=[CH:14][CH:15]=[CH:16][CH:17]=3)=[O:11])[CH2:2]2.[Br:27][CH2:28][CH:29]=[CH2:30]. (9) Given the product [CH3:1][C:2]1[CH:6]=[C:7]([C:8]2[CH:13]=[CH:12][CH:11]=[CH:10][CH:9]=2)[N:16]=[N:15][C:3]=1[OH:4], predict the reactants needed to synthesize it. The reactants are: [CH2:1]=[C:2]([CH2:6][C:7](=O)[C:8]1[CH:13]=[CH:12][CH:11]=[CH:10][CH:9]=1)[C:3](O)=[O:4].[NH2:15][NH2:16]. (10) Given the product [Br:1][C:2]1[CH:3]=[C:4]([NH:8][C:24](=[O:25])[C:23]2[CH:27]=[CH:28][C:20]([O:19][CH3:18])=[CH:21][CH:22]=2)[CH:5]=[N:6][CH:7]=1, predict the reactants needed to synthesize it. The reactants are: [Br:1][C:2]1[CH:3]=[C:4]([NH2:8])[CH:5]=[N:6][CH:7]=1.C(N(C(C)C)CC)(C)C.[CH3:18][O:19][C:20]1[CH:28]=[CH:27][C:23]([C:24](Cl)=[O:25])=[CH:22][CH:21]=1.